From a dataset of Full USPTO retrosynthesis dataset with 1.9M reactions from patents (1976-2016). Predict the reactants needed to synthesize the given product. (1) Given the product [Cl:1][C:2]1[CH:7]=[C:6]([Cl:8])[CH:5]=[CH:4][C:3]=1[C:9]1[N:10]=[C:11]([C:20]([OH:22])=[O:21])[S:12][C:13]=1[C:14]1[CH:19]=[CH:18][CH:17]=[CH:16][CH:15]=1, predict the reactants needed to synthesize it. The reactants are: [Cl:1][C:2]1[CH:7]=[C:6]([Cl:8])[CH:5]=[CH:4][C:3]=1[C:9]1[N:10]=[C:11]([C:20]([O:22]CC)=[O:21])[S:12][C:13]=1[C:14]1[CH:19]=[CH:18][CH:17]=[CH:16][CH:15]=1.[OH-].[K+].Cl. (2) The reactants are: C([N:14]1[CH2:17][CH:16]([C:18]2[NH:19][C:20](=[O:32])[C:21]3[C:26]([CH3:27])=[N:25][N:24]([C:28]([CH3:31])([CH3:30])[CH3:29])[C:22]=3[N:23]=2)[CH2:15]1)(C1C=CC=CC=1)C1C=CC=CC=1.[ClH:33]. Given the product [ClH:33].[NH:14]1[CH2:15][CH:16]([C:18]2[NH:19][C:20](=[O:32])[C:21]3[C:26]([CH3:27])=[N:25][N:24]([C:28]([CH3:30])([CH3:29])[CH3:31])[C:22]=3[N:23]=2)[CH2:17]1, predict the reactants needed to synthesize it. (3) The reactants are: Br[C:2]1[CH:10]=[C:9]([F:11])[CH:8]=[C:7]2[C:3]=1[CH:4]=[CH:5][N:6]2[C:12]1[CH:17]=[CH:16][C:15]([O:18][CH2:19][C:20]2[CH:25]=[CH:24][CH:23]=[CH:22][CH:21]=2)=[C:14]([F:26])[CH:13]=1.[OH-:27].[K+].C(P(C(C)(C)C)C1C=CC=CC=1C1C(C(C)C)=CC(C(C)C)=CC=1C(C)C)(C)(C)C.Cl. Given the product [F:11][C:9]1[CH:10]=[C:2]([OH:27])[C:3]2[CH:4]=[CH:5][N:6]([C:12]3[CH:17]=[CH:16][C:15]([O:18][CH2:19][C:20]4[CH:25]=[CH:24][CH:23]=[CH:22][CH:21]=4)=[C:14]([F:26])[CH:13]=3)[C:7]=2[CH:8]=1, predict the reactants needed to synthesize it. (4) Given the product [P:20]([O:19][CH2:18][CH2:17][C:14]1[CH:15]=[CH:16][C:11]([OH:10])=[CH:12][CH:13]=1)([O:30][CH2:31][C:32]1[CH:37]=[CH:36][CH:35]=[CH:34][CH:33]=1)([O:22][CH2:23][C:24]1[CH:29]=[CH:28][CH:27]=[CH:26][CH:25]=1)=[O:21], predict the reactants needed to synthesize it. The reactants are: C(=O)([O-])[O-].[K+].[K+].C([O:10][C:11]1[CH:16]=[CH:15][C:14]([CH2:17][CH2:18][O:19][P:20]([O:30][CH2:31][C:32]2[CH:37]=[CH:36][CH:35]=[CH:34][CH:33]=2)([O:22][CH2:23][C:24]2[CH:29]=[CH:28][CH:27]=[CH:26][CH:25]=2)=[O:21])=[CH:13][CH:12]=1)(=O)C. (5) Given the product [CH:1]1([CH2:4][NH:5][C:6]([C@@H:8]2[CH2:12][CH2:11][N:10]([C:16](=[O:17])[C:15]3[CH:19]=[C:20]([CH:23]=[O:24])[CH:21]=[CH:22][C:14]=3[F:13])[CH2:9]2)=[O:7])[CH2:2][CH2:3]1, predict the reactants needed to synthesize it. The reactants are: [CH:1]1([CH2:4][NH:5][C:6]([C@@H:8]2[CH2:12][CH2:11][NH:10][CH2:9]2)=[O:7])[CH2:3][CH2:2]1.[F:13][C:14]1[CH:22]=[CH:21][C:20]([CH:23]=[O:24])=[CH:19][C:15]=1[C:16](O)=[O:17].F[P-](F)(F)(F)(F)F.N1(OC(N(C)C)=[N+](C)C)C2C=CC=CC=2N=N1.C(N(CC)C(C)C)(C)C. (6) Given the product [NH2:25][C@@H:14]1[CH2:15][CH2:16][C@@H:17]([C:19]2[CH:20]=[CH:21][CH:22]=[CH:23][CH:24]=2)[CH2:18][N:12]([CH2:11][CH2:10][O:9][CH3:8])[C:13]1=[O:33], predict the reactants needed to synthesize it. The reactants are: FC(F)(F)C(O)=O.[CH3:8][O:9][CH2:10][CH2:11][N:12]1[CH2:18][C@H:17]([C:19]2[CH:24]=[CH:23][CH:22]=[CH:21][CH:20]=2)[CH2:16][CH2:15][C@@H:14]([NH:25]C(=O)OC(C)(C)C)[C:13]1=[O:33]. (7) Given the product [CH:25]1([N:22]2[C:23]3[C:19](=[CH:18][CH:17]=[C:16]([N:14]4[CH:15]=[C:11]([CH:9]([OH:8])[CH3:10])[N:12]=[CH:13]4)[CH:24]=3)[C:20]([CH3:30])([CH3:29])[C:21]2=[O:28])[CH2:26][CH2:27]1, predict the reactants needed to synthesize it. The reactants are: [Si]([O:8][CH:9]([C:11]1[N:12]=[CH:13][N:14]([C:16]2[CH:24]=[C:23]3[C:19]([C:20]([CH3:30])([CH3:29])[C:21](=[O:28])[N:22]3[CH:25]3[CH2:27][CH2:26]3)=[CH:18][CH:17]=2)[CH:15]=1)[CH3:10])(C(C)(C)C)(C)C.Cl. (8) Given the product [NH2:23][CH:9]([C:4]1[CH:5]=[CH:6][C:7]([F:8])=[C:2]([Cl:1])[CH:3]=1)[CH2:10][C@H:11]1[CH2:15][CH2:14][CH2:13][N:12]1[C:16]([O:18][C:19]([CH3:22])([CH3:21])[CH3:20])=[O:17], predict the reactants needed to synthesize it. The reactants are: [Cl:1][C:2]1[CH:3]=[C:4]([CH:9]([N:23]2C(=O)C3C(=CC=CC=3)C2=O)[CH2:10][C@H:11]2[CH2:15][CH2:14][CH2:13][N:12]2[C:16]([O:18][C:19]([CH3:22])([CH3:21])[CH3:20])=[O:17])[CH:5]=[CH:6][C:7]=1[F:8].O.NN. (9) Given the product [CH3:1][O:2][C:3](=[O:17])[C@@H:4]([O:14][CH2:15][CH3:16])[CH2:5][C:6]1[CH:11]=[CH:10][C:9]([O:12][CH2:19][C:20]2[N:21]=[C:22]([C:26]3[CH:31]=[CH:30][CH:29]=[CH:28][C:27]=3[O:32][CH3:33])[O:23][C:24]=2[CH3:25])=[CH:8][C:7]=1[Cl:13], predict the reactants needed to synthesize it. The reactants are: [CH3:1][O:2][C:3](=[O:17])[C@@H:4]([O:14][CH2:15][CH3:16])[CH2:5][C:6]1[CH:11]=[CH:10][C:9]([OH:12])=[CH:8][C:7]=1[Cl:13].Cl[CH2:19][C:20]1[N:21]=[C:22]([C:26]2[CH:31]=[CH:30][CH:29]=[CH:28][C:27]=2[O:32][CH3:33])[O:23][C:24]=1[CH3:25].COC1C=CC=CC=1C=O.O=P(Cl)(Cl)Cl.C(=O)([O-])[O-].[Cs+].[Cs+].[I-].[K+].